Dataset: Experimentally validated miRNA-target interactions with 360,000+ pairs, plus equal number of negative samples. Task: Binary Classification. Given a miRNA mature sequence and a target amino acid sequence, predict their likelihood of interaction. (1) The miRNA is mmu-miR-1198-3p with sequence AAGCUAGCCUCUAACUCAUGGC. The protein sequence of the target gene is MSKYKLIMLRHGEGAWNKENRFCSWVDQKLNSEGMEEARNCGKQLKALNFEFDLVFTSVLNRSIHTAWLILEELGQEWVPVESSWRLNERHYGALIGLNREQMALNHGEEQVRLWRRSYNVTPPPIEESHPYYQEIYNDRRYKVCDVPLDQLPRSESLKDVLERLLPYWNERIAPEVLRGKTILISAHGNSSRALLKHLEGISDEDIINITLPTGVPILLELDENLRAVGPHQFLGDQEAIQAAIKKVEDQGKVKQAKK. Result: 0 (no interaction). (2) The miRNA is hsa-miR-96-5p with sequence UUUGGCACUAGCACAUUUUUGCU. The protein sequence of the target gene is MAGGPPKALPSTGPHSLRDMPHPLAGSSSEEAVGGDSTPSPDLLMARSFGDKDLILPNGGTPAGTSSPASSSSLLNRLQLDDDIDGETRDLFVIVDDPKKHVCTMETYITYRITTKSTRVEFDLPEYSVRRRYQDFDWLRSKLEESQPTHLIPPLPEKFVVKGVVDRFSEEFVETRRKALDKFLKRITDHPVLSFNEHFNIFLTAKDLNAYKKQGIALLTRMGESVKHVTGGYKLRTRPLEFAAIGDYLDTFALKLGTIDRIAQRIIKEEIEYLVELREYGPVYSTWSALEGELAEPLEG.... Result: 0 (no interaction). (3) The miRNA is hsa-miR-29b-2-5p with sequence CUGGUUUCACAUGGUGGCUUAG. The protein sequence of the target gene is MGLELFLDLVSQPSRAVYIFAKKNGIPLELRTVDLVKGQHKSKEFLQINSLGKLPTLKDGDFILTESSAILIYLSCKYQTPDHWYPSDLQARARVHEYLGWHADCIRGTFGIPLWVQVLGPLIGVQVPKEKVERNRTAMDQALQWLEDKFLGDRPFLAGQQVTLADLMALEELMQPVALGYELFEGRPRLAAWRGRVEAFLGAELCQEAHSIILSILEQAAKKTLPTPSPEAYQAMLLRIARIP. Result: 0 (no interaction). (4) The miRNA is rno-miR-22-5p with sequence AGUUCUUCAGUGGCAAGCUUUA. The protein sequence of the target gene is MKTPVELAVSGMQTLGLQHRCRGGYRVKARTSYVDETLFGSPAGTRPTPPDFDPPWVEKANRTRGVGKEASKALGAKGSCETTPSRGSTPTLTPRKKNKYRPISHTPSYCDESLFGSRSEGASFGAPRMAKGDAAKLRALLWTPPPTPRGSHSPRPREAPLRAIHPAGPSKTEPGPAADSQKLSMGGLHSSRPLKRGLSHSLTHLNVPSTGHPATSAPHTNGPQDLRPSTSGVTFRSPLVTSRARSVSISVPSTPRRGGATQKPKPPWK. Result: 0 (no interaction). (5) The miRNA is mmu-miR-466e-5p with sequence GAUGUGUGUGUACAUGUACAUA. The protein sequence of the target gene is MDEEYDVIVLGTGLTECILSGIMSVNGKKVLHMDRNPYYGGESSSITPLEELYKRFQILEGPPESMGRGRDWNVDLIPKFLMANGQLVKMLLYTEVTRYLDFKVVEGSFVYKGGKIYKVPSTETEALASNLMGMFEKRRFRKFLVFVANFDENDPKTFEGVDPQNTSMRDVYRKFDLGQDVIDFTGHALALYRTDDYLDQPCLETINRIKLYSESLARYGKSPYLYPLYGLGELPQGFARLSAIYGGTYMLNKPVDDIIMENGKVVGVKSEGEVARCKQLICDPSYIPDRVQKAGQVIRI.... Result: 0 (no interaction). (6) The miRNA is hsa-miR-510-5p with sequence UACUCAGGAGAGUGGCAAUCAC. The protein sequence of the target gene is MGRDTRSRSRSAGRRGRRRQSQSGSRSRSRSHGRRNRRRREDEGRRRRRRRSRERRSDSEEERWQRSGMRSRSPPRPKWHSRDGSSQSDSGEEQSRGQWARRRRRARSWSPSSSASSSASPGRSQSPRAAAAALSQQQSLQERLRLREERKQQEELMKAFETPEEKRARRLAKKEAKERKKREKMGWGEEYMGYTNTDNPFGDNNLLGTFIWNKALEKKGISHLEEKELKERNKRIQEDNRLELQKVKQLRLEREREKAMREQELEMLQREKEAEHFKTWEEQEDNFHLQQAKLRSKIRI.... Result: 0 (no interaction). (7) The miRNA is mmu-miR-1b-5p with sequence UACAUACUUCUUUACAUUCCA. The protein sequence of the target gene is MDSPSQHGSHTSLVVIQPPAVEGRQRLDYDRDTQPATILSLDQIKAIRGSNEYTEGPSVARRPAPRTAPRPEKQERTHEIIPANVNSSYEHRPASHPGNARGSVLSRSTSTGSAASSGSSSSVSSEQGLLGRSPPTRPIPGHRSDRVIRTQPKQLLVEDLKASLKEDPTQHKFICEQCGKCKCGECTAPRALPSCLACDRQCLCSAESMVEYGTCMCLVKGIFYHCSNDDDGGSYSDNPCSCSQSHCCSRYLCMGALSLCLPCLLCYPPAKGCLKLCRGCYDWTHRPGCRCRNSNTVYCK.... Result: 0 (no interaction). (8) Result: 0 (no interaction). The miRNA is hsa-miR-6068 with sequence CCUGCGAGUCUCCGGCGGUGG. The protein sequence of the target gene is MEQTRKIPNQPLPTPTSQSKKRRTPLLSFLSKVSWKLRLQKRELLKNALFVLAERARDPNAKKRHLAMRGLGALAREAPDKQVRKYKKVMLDLLVRGLYDPVSSEVIHESVKTLTIMLGKIQGHGLGSFFIDITLQARTLLDDEDDSVRYSAFVLFGQLASFAGWRWKKFFTQQVNQTQDSLLGHLQDESPKVAKACKMTVRACVPYLKPRKVPSFQSEEEQKNHRLSRQLSHCHPEILLFFYANKIL. (9) The miRNA is mmu-miR-451a with sequence AAACCGUUACCAUUACUGAGUU. The protein sequence of the target gene is MSEWESYYKTEGEEEEEEEESPDTGGEYKYSGRDSLIFLVDASRAMFESQGEDELTPFDMSIQCIQSVYTSKIISSDRDLLAVVFYGTEKDKNSVNFKNIYVLQDLDNPGAKRVLELDQFKGQQGKKHFRDTVGHGSDYSLSEVLWVCANLFSDVQLKMSHKRIMLFTNEDDPHGRDSAKASRARTKASDLRDTGIFLDLMHLKKPGGFDVSVFYRDIITTAEDEDLGVHFEESSKLEDLLRKVRAKETKKRVLSRLKFKLGEDVVLMVGIYNLVQKANKPFPVRLYRETNEPVKTKTRT.... Result: 0 (no interaction). (10) The protein sequence of the target gene is MRVSVPGPAAAAAPAAGREPSTPGGGSGGGGAVAAASGAAVPGSVQLALSVLHALLYAALFAFAYLQLWRLLLYRERRLSYQSLCLFLCLLWAALRTTLFSAAFSLSGSLPLLRPPAHLHFFPHWLLYCFPSCLQFSTLCLLNLYLAEVICKVRCATELDRHKILLHLGFIMASLLFLVVNLTCAMLVHGDVPENQLKWTVFVRALINDSLFILCAISLVCYICKITKMSSANVYLESKGMSLCQTVVVGSVVILLYSSRACYNLVVVTISQDTLESPFNYGWDNLSDKAHVEDISGEEY.... Result: 1 (interaction). The miRNA is hsa-miR-3616-5p with sequence AUGAAGUGCACUCAUGAUAUGU.